Predict the reaction yield, written as a fraction of the theoretical maximum amount of product (1.0 means a 100% yield; for example, 0.34 means a 34% yield). From a dataset of Reaction yield outcomes from USPTO patents with 853,638 reactions. The reactants are [Cl:1][C:2]1[CH:3]=[C:4]([C@@H:12]([CH2:16][CH:17]2[CH2:21][CH2:20][CH2:19][CH2:18]2)[C:13]([OH:15])=O)[CH:5]=[CH:6][C:7]=1[S:8]([CH3:11])(=[O:10])=[O:9].C(Cl)(=O)C(Cl)=O.[NH2:28][C:29]1[CH:34]=[N:33][CH:32]=[CH:31][N:30]=1.N1C=CC=CC=1. The catalyst is C(Cl)Cl.CN(C)C=O.O1CCCC1.O. The product is [Cl:1][C:2]1[CH:3]=[C:4]([C@@H:12]([CH2:16][CH:17]2[CH2:21][CH2:20][CH2:19][CH2:18]2)[C:13]([NH:28][C:29]2[CH:34]=[N:33][CH:32]=[CH:31][N:30]=2)=[O:15])[CH:5]=[CH:6][C:7]=1[S:8]([CH3:11])(=[O:9])=[O:10]. The yield is 0.700.